From a dataset of Full USPTO retrosynthesis dataset with 1.9M reactions from patents (1976-2016). Predict the reactants needed to synthesize the given product. (1) Given the product [CH3:26][O:25][C:23]([C@@H:14]1[CH2:13][C@@H:12]([S:9]([C:3]2[CH:4]=[CH:5][C:6]([F:8])=[CH:7][C:2]=2[Cl:1])(=[O:10])=[O:11])[CH2:16][N:15]1[C:17]1[N:34]([CH:31]2[CH2:32][CH2:33][O:28][CH2:29][CH2:30]2)[N:35]=[C:19]([CH3:20])[CH:18]=1)=[O:24], predict the reactants needed to synthesize it. The reactants are: [Cl:1][C:2]1[CH:7]=[C:6]([F:8])[CH:5]=[CH:4][C:3]=1[S:9]([C@H:12]1[CH2:16][N:15]([C:17](=S)[CH2:18][C:19](=O)[CH3:20])[C@H:14]([C:23]([O:25][CH3:26])=[O:24])[CH2:13]1)(=[O:11])=[O:10].Cl.[O:28]1[CH2:33][CH2:32][CH:31]([NH:34][NH2:35])[CH2:30][CH2:29]1. (2) The reactants are: [F:1][C:2]([F:36])([F:35])[C:3]1[CH:4]=[C:5]([CH:28]=[C:29]([C:31]([F:34])([F:33])[F:32])[CH:30]=1)[CH2:6][NH:7][CH2:8][C:9]1[C:10]([N:19]([CH2:22][CH:23]2[CH2:27][CH2:26][CH2:25][CH2:24]2)[CH2:20][CH3:21])=[N:11][CH:12]=[C:13]([C:15]([F:18])([F:17])[F:16])[CH:14]=1.C(N(CC)CC)C.Cl[C:45]([O:47][CH3:48])=[O:46].C(=O)(O)[O-].[Na+]. Given the product [CH3:48][O:47][C:45](=[O:46])[N:7]([CH2:6][C:5]1[CH:28]=[C:29]([C:31]([F:34])([F:33])[F:32])[CH:30]=[C:3]([C:2]([F:1])([F:35])[F:36])[CH:4]=1)[CH2:8][C:9]1[C:10]([N:19]([CH2:22][CH:23]2[CH2:27][CH2:26][CH2:25][CH2:24]2)[CH2:20][CH3:21])=[N:11][CH:12]=[C:13]([C:15]([F:17])([F:16])[F:18])[CH:14]=1, predict the reactants needed to synthesize it. (3) Given the product [Br:1][C:2]1[N:3]=[C:4]([CH:10]2[CH2:15][CH2:14][N:13]([C:16]([O:18][C:19]([CH3:22])([CH3:21])[CH3:20])=[O:17])[CH2:12][CH2:11]2)[N:5]([CH2:7][CH2:8][O:9][S:30]([CH3:33])(=[O:32])=[O:31])[CH:6]=1, predict the reactants needed to synthesize it. The reactants are: [Br:1][C:2]1[N:3]=[C:4]([CH:10]2[CH2:15][CH2:14][N:13]([C:16]([O:18][C:19]([CH3:22])([CH3:21])[CH3:20])=[O:17])[CH2:12][CH2:11]2)[N:5]([CH2:7][CH2:8][OH:9])[CH:6]=1.CCN(CC)CC.[S:30](Cl)([CH3:33])(=[O:32])=[O:31]. (4) Given the product [ClH:1].[Cl:1][C:10]1[C:11]([CH3:21])=[CH:12][C:13]2[C:14]3[CH2:2][NH:3][CH2:4][CH2:5][C:6]=3[N:7]([CH2:15][C:16]([O:18][CH2:19][CH3:20])=[O:17])[C:8]=2[CH:9]=1, predict the reactants needed to synthesize it. The reactants are: [ClH:1].[CH2:2]1[C:14]2[C:13]3[CH:12]=[CH:11][CH:10]=[CH:9][C:8]=3[N:7]([CH2:15][C:16]([O:18][CH2:19][CH3:20])=[O:17])[C:6]=2[CH2:5][CH2:4][NH:3]1.[C:21]1(NN)C=CC=CC=1. (5) Given the product [N+:5]([C:8]1[CH:13]=[C:12]([N+:14]([O-:16])=[O:15])[CH:11]=[CH:10][C:9]=1[CH2:17][C:18]([O:20][CH2:21][CH3:22])=[O:19])([O-:7])=[O:6], predict the reactants needed to synthesize it. The reactants are: C(N)CC.[N+:5]([C:8]1[CH:13]=[C:12]([N+:14]([O-:16])=[O:15])[CH:11]=[CH:10][C:9]=1[CH:17](C(=O)C)[C:18]([O:20][CH2:21][CH3:22])=[O:19])([O-:7])=[O:6]. (6) The reactants are: C([O:3][C:4]([C@H:6]1[C@H:11]([O:12]C(=O)C)[CH:10]=[CH:9][CH2:8][O:7]1)=O)C.[H-].[H-].[H-].[H-].[Li+].[Al+3]. Given the product [OH:3][CH2:4][CH:6]1[CH:11]([OH:12])[CH:10]=[CH:9][CH2:8][O:7]1, predict the reactants needed to synthesize it. (7) Given the product [C:1]([O:5][C:6]([N:8]1[CH2:13][CH2:12][N:11]([C:14]2[CH:19]=[CH:18][CH:17]=[C:16]([C:20]3[N:28]4[C:23]([C:24]([NH2:29])=[N:25][CH:26]=[N:27]4)=[C:22]([C:42]4[CH:43]=[CH:44][C:45]5[C:40]([CH:41]=4)=[N:39][N:38]([CH2:31][C:32]4[CH:37]=[CH:36][CH:35]=[CH:34][CH:33]=4)[CH:46]=5)[CH:21]=3)[CH:15]=2)[CH2:10][CH2:9]1)=[O:7])([CH3:4])([CH3:3])[CH3:2], predict the reactants needed to synthesize it. The reactants are: [C:1]([O:5][C:6]([N:8]1[CH2:13][CH2:12][N:11]([C:14]2[CH:19]=[CH:18][CH:17]=[C:16]([C:20]3[N:28]4[C:23]([C:24]([NH2:29])=[N:25][CH:26]=[N:27]4)=[C:22](Br)[CH:21]=3)[CH:15]=2)[CH2:10][CH2:9]1)=[O:7])([CH3:4])([CH3:3])[CH3:2].[CH2:31]([N:38]1[CH:46]=[C:45]2[C:40]([CH:41]=[C:42](B3OC(C)(C)C(C)(C)O3)[CH:43]=[CH:44]2)=[N:39]1)[C:32]1[CH:37]=[CH:36][CH:35]=[CH:34][CH:33]=1.C(Cl)Cl.C([O-])([O-])=O.[Na+].[Na+].